Task: Regression. Given two drug SMILES strings and cell line genomic features, predict the synergy score measuring deviation from expected non-interaction effect.. Dataset: NCI-60 drug combinations with 297,098 pairs across 59 cell lines (1) Drug 1: CN1C2=C(C=C(C=C2)N(CCCl)CCCl)N=C1CCCC(=O)O.Cl. Drug 2: CN(CCCl)CCCl.Cl. Cell line: A549. Synergy scores: CSS=23.1, Synergy_ZIP=-1.89, Synergy_Bliss=-1.09, Synergy_Loewe=-30.0, Synergy_HSA=-3.17. (2) Drug 1: CC12CCC3C(C1CCC2=O)CC(=C)C4=CC(=O)C=CC34C. Drug 2: CC(C1=C(C=CC(=C1Cl)F)Cl)OC2=C(N=CC(=C2)C3=CN(N=C3)C4CCNCC4)N. Cell line: SK-OV-3. Synergy scores: CSS=25.2, Synergy_ZIP=-4.32, Synergy_Bliss=-2.67, Synergy_Loewe=-4.31, Synergy_HSA=-2.60. (3) Synergy scores: CSS=38.4, Synergy_ZIP=-9.68, Synergy_Bliss=-18.4, Synergy_Loewe=-42.6, Synergy_HSA=-17.2. Drug 1: C1=C(C(=O)NC(=O)N1)N(CCCl)CCCl. Cell line: ACHN. Drug 2: CC12CCC3C(C1CCC2OP(=O)(O)O)CCC4=C3C=CC(=C4)OC(=O)N(CCCl)CCCl.[Na+]. (4) Drug 1: CC12CCC(CC1=CCC3C2CCC4(C3CC=C4C5=CN=CC=C5)C)O. Drug 2: CC1=C(C(=CC=C1)Cl)NC(=O)C2=CN=C(S2)NC3=CC(=NC(=N3)C)N4CCN(CC4)CCO. Cell line: NCI-H522. Synergy scores: CSS=29.7, Synergy_ZIP=1.93, Synergy_Bliss=10.2, Synergy_Loewe=0.679, Synergy_HSA=10.3. (5) Drug 2: C1=C(C(=O)NC(=O)N1)F. Synergy scores: CSS=51.4, Synergy_ZIP=5.04, Synergy_Bliss=4.55, Synergy_Loewe=11.0, Synergy_HSA=12.1. Cell line: HS 578T. Drug 1: CC1OCC2C(O1)C(C(C(O2)OC3C4COC(=O)C4C(C5=CC6=C(C=C35)OCO6)C7=CC(=C(C(=C7)OC)O)OC)O)O.